This data is from Catalyst prediction with 721,799 reactions and 888 catalyst types from USPTO. The task is: Predict which catalyst facilitates the given reaction. Product: [CH3:13][O:12][C:9]1[CH:10]=[CH:11][C:3]2[C:2]([C:21]3[C:22]([F:30])([F:29])[C:23]([F:27])([F:28])[C:24]([F:25])([F:26])[C:20]=3[F:19])=[C:6]([CH3:7])[S:5][C:4]=2[CH:8]=1. Reactant: Br[C:2]1[C:3]2[CH:11]=[CH:10][C:9]([O:12][CH3:13])=[CH:8][C:4]=2[S:5][C:6]=1[CH3:7].[Li]CCCC.[F:19][C:20]1[C:24]([F:26])([F:25])[C:23]([F:28])([F:27])[C:22]([F:30])([F:29])[C:21]=1F.O. The catalyst class is: 134.